Dataset: Reaction yield outcomes from USPTO patents with 853,638 reactions. Task: Predict the reaction yield, written as a fraction of the theoretical maximum amount of product (1.0 means a 100% yield; for example, 0.34 means a 34% yield). (1) The catalyst is C(Cl)Cl.CN(C)C=O. The product is [OH:41][C:38]1[CH:39]=[CH:40][C:35]([CH2:34][C@@H:30]([NH:29][C:27](=[O:28])[O:26][C:23]([CH3:24])([CH3:22])[CH3:25])[C:31](=[O:32])[NH:1][C:2]2[CH:3]=[C:4]3[C:20](=[O:21])[NH:19][N:18]=[CH:17][C:6]4=[C:7]([C:11]5[CH:12]=[CH:13][CH:14]=[CH:15][CH:16]=5)[NH:8][C:9]([CH:10]=2)=[C:5]34)=[CH:36][CH:37]=1. The yield is 0.950. The reactants are [NH2:1][C:2]1[CH:3]=[C:4]2[C:20](=[O:21])[NH:19][N:18]=[CH:17][C:6]3=[C:7]([C:11]4[CH:16]=[CH:15][CH:14]=[CH:13][CH:12]=4)[NH:8][C:9]([CH:10]=1)=[C:5]23.[CH3:22][C:23]([O:26][C:27]([NH:29][C@H:30]([CH2:34][C:35]1[CH:40]=[CH:39][C:38]([OH:41])=[CH:37][CH:36]=1)[C:31](O)=[O:32])=[O:28])([CH3:25])[CH3:24].C(N(CC)CC)C.F[P-](F)(F)(F)(F)F.N1(OC(N(C)C)=[N+](C)C)C2N=CC=CC=2N=N1. (2) The yield is 0.150. The reactants are [O:1]1[CH:5]=[CH:4][CH:3]=[C:2]1[C:6]([C:8]1[S:12][CH:11]=[C:10]([CH2:13][C:14]([O:16][CH2:17][CH3:18])=[O:15])[CH:9]=1)=[O:7].I[C:20]1[CH:27]=[CH:26][C:23]([C:24]#[N:25])=[CH:22][CH:21]=1.[F-].[K+].O. The product is [C:24]([C:23]1[CH:26]=[CH:27][C:20]([C:11]2[S:12][C:8]([C:6]([C:2]3[O:1][CH:5]=[CH:4][CH:3]=3)=[O:7])=[CH:9][C:10]=2[CH2:13][C:14]([O:16][CH2:17][CH3:18])=[O:15])=[CH:21][CH:22]=1)#[N:25]. The catalyst is CS(C)=O.Cl[Pd](Cl)([P](C1C=CC=CC=1)(C1C=CC=CC=1)C1C=CC=CC=1)[P](C1C=CC=CC=1)(C1C=CC=CC=1)C1C=CC=CC=1.[N+]([O-])([O-])=O.[Ag+].